Dataset: Catalyst prediction with 721,799 reactions and 888 catalyst types from USPTO. Task: Predict which catalyst facilitates the given reaction. Reactant: [CH:1]([O:4][C:5]([N:7]1[CH2:12][CH2:11][CH:10]([O:13][C:14]2[C:19]([O:20][CH3:21])=[C:18]([NH:22][C:23]3[C:24]([CH3:34])=[N:25][C:26]([NH:29][CH2:30][CH2:31][O:32]C)=[CH:27][CH:28]=3)[N:17]=[CH:16][N:15]=2)[CH2:9][CH2:8]1)=[O:6])([CH3:3])[CH3:2].I[Si](C)(C)C. Product: [CH:1]([O:4][C:5]([N:7]1[CH2:8][CH2:9][CH:10]([O:13][C:14]2[C:19]([O:20][CH3:21])=[C:18]([NH:22][C:23]3[C:24]([CH3:34])=[N:25][C:26]([NH:29][CH2:30][CH2:31][OH:32])=[CH:27][CH:28]=3)[N:17]=[CH:16][N:15]=2)[CH2:11][CH2:12]1)=[O:6])([CH3:2])[CH3:3]. The catalyst class is: 2.